This data is from Peptide-MHC class I binding affinity with 185,985 pairs from IEDB/IMGT. The task is: Regression. Given a peptide amino acid sequence and an MHC pseudo amino acid sequence, predict their binding affinity value. This is MHC class I binding data. (1) The peptide sequence is LAEAIFKLTY. The MHC is HLA-A01:01 with pseudo-sequence HLA-A01:01. The binding affinity (normalized) is 0.323. (2) The peptide sequence is ANFASQEVK. The MHC is HLA-A03:01 with pseudo-sequence HLA-A03:01. The binding affinity (normalized) is 0.338. (3) The peptide sequence is ETIGEAFEW. The MHC is Mamu-B17 with pseudo-sequence Mamu-B17. The binding affinity (normalized) is 0.127. (4) The peptide sequence is TIKSNILM. The MHC is Mamu-A02 with pseudo-sequence Mamu-A02. The binding affinity (normalized) is 0.694. (5) The peptide sequence is LTEEFYHSY. The MHC is HLA-A30:01 with pseudo-sequence HLA-A30:01. The binding affinity (normalized) is 0. (6) The peptide sequence is AEMKTDAATL. The MHC is HLA-A24:02 with pseudo-sequence HLA-A24:02. The binding affinity (normalized) is 0.0379.